From a dataset of Forward reaction prediction with 1.9M reactions from USPTO patents (1976-2016). Predict the product of the given reaction. Given the reactants Br[CH2:2][C:3]1[O:4][C:5]([C:8]([F:11])([F:10])[F:9])=[CH:6][CH:7]=1.[CH2:12]([NH:19][C:20]([C:22]1[S:26][C:25]([N:27]2[CH:32]=[CH:31][C:30]([OH:33])=[CH:29][C:28]2=[O:34])=[N:24][C:23]=1[CH3:35])=[O:21])[C:13]1[CH:18]=[CH:17][CH:16]=[CH:15][CH:14]=1, predict the reaction product. The product is: [CH2:12]([NH:19][C:20]([C:22]1[S:26][C:25]([N:27]2[CH:32]=[CH:31][C:30]([O:33][CH2:2][C:3]3[O:4][C:5]([C:8]([F:11])([F:10])[F:9])=[CH:6][CH:7]=3)=[CH:29][C:28]2=[O:34])=[N:24][C:23]=1[CH3:35])=[O:21])[C:13]1[CH:18]=[CH:17][CH:16]=[CH:15][CH:14]=1.